From a dataset of Catalyst prediction with 721,799 reactions and 888 catalyst types from USPTO. Predict which catalyst facilitates the given reaction. (1) The catalyst class is: 50. Product: [NH2:1][CH2:4][CH2:5][C:6]1[CH:14]=[CH:13][C:9]([C:10]([NH2:12])=[O:11])=[CH:8][CH:7]=1. Reactant: [N:1]([CH2:4][CH2:5][C:6]1[CH:14]=[CH:13][C:9]([C:10]([NH2:12])=[O:11])=[CH:8][CH:7]=1)=[N+]=[N-].[H][H]. (2) Reactant: [F:1][C:2]([F:22])([F:21])[C:3]1[CH:8]=[CH:7][CH:6]=[CH:5][C:4]=1[C:9]1[CH:14]=[CH:13][N:12]2[N:15]=[CH:16][C:17]([C:18](Cl)=[O:19])=[C:11]2[N:10]=1.[NH2:23][C:24]1[N:29]=[CH:28][CH:27]=[CH:26][N:25]=1.O. Product: [N:25]1[CH:26]=[CH:27][CH:28]=[N:29][C:24]=1[NH:23][C:18]([C:17]1[CH:16]=[N:15][N:12]2[CH:13]=[CH:14][C:9]([C:4]3[CH:5]=[CH:6][CH:7]=[CH:8][C:3]=3[C:2]([F:22])([F:21])[F:1])=[N:10][C:11]=12)=[O:19]. The catalyst class is: 17. (3) Reactant: [Cl:1][C:2]1[CH:7]=[CH:6][N:5]=[CH:4][C:3]=1[CH2:8][OH:9].C(OC([N:17]1[CH2:22][CH2:21][NH:20][CH2:19][CH2:18]1)=O)(C)(C)C.C(N(CC)CC)C.Cl. Product: [ClH:1].[N:17]1([C:2]2[CH:7]=[CH:6][N:5]=[CH:4][C:3]=2[CH2:8][OH:9])[CH2:22][CH2:21][NH:20][CH2:19][CH2:18]1. The catalyst class is: 714. (4) Reactant: Cl[C:2]1[C:11]([CH2:12][NH:13][C:14]2[N:22]=[CH:21][N:20]=[C:19]3[C:15]=2[N:16]=[CH:17][NH:18]3)=[CH:10][C:9]2[C:4](=[C:5]([CH3:23])[CH:6]=[CH:7][CH:8]=2)[N:3]=1.[CH3:24][NH:25][CH2:26][CH2:27][NH:28][CH3:29]. Product: [N:22]1[C:14]([NH:13][CH2:12][C:11]2[C:2]([N:25]([CH3:24])[CH2:26][CH2:27][NH:28][CH3:29])=[N:3][C:4]3[C:9]([CH:10]=2)=[CH:8][CH:7]=[CH:6][C:5]=3[CH3:23])=[C:15]2[C:19]([NH:18][CH:17]=[N:16]2)=[N:20][CH:21]=1. The catalyst class is: 44. (5) Reactant: [CH2:1]([O:3][C:4]([C:6]1[C:7](=[O:22])[C:8]2[C:13]([C:14]=1[C:15]1[CH:20]=[CH:19][CH:18]=[CH:17][CH:16]=1)=[CH:12][CH:11]=[C:10]([OH:21])[CH:9]=2)=[O:5])C.C1(C)C=CC(S(O)(=O)=O)=CC=1. Product: [CH3:1][O:3][C:4]([C:6]1[C:7](=[O:22])[C:8]2[C:13]([C:14]=1[C:15]1[CH:16]=[CH:17][CH:18]=[CH:19][CH:20]=1)=[CH:12][CH:11]=[C:10]([OH:21])[CH:9]=2)=[O:5]. The catalyst class is: 5.